This data is from Catalyst prediction with 721,799 reactions and 888 catalyst types from USPTO. The task is: Predict which catalyst facilitates the given reaction. (1) Reactant: [C:1]([N:9]=[C:10]=[S:11])(=[O:8])[C:2]1[CH:7]=[CH:6][CH:5]=[CH:4][CH:3]=1.[Br:12][C:13]1[C:14]([O:20][C:21]2[C:26]([F:27])=[CH:25][CH:24]=[CH:23][C:22]=2[F:28])=[CH:15][C:16]([NH2:19])=[N:17][CH:18]=1. Product: [Br:12][C:13]1[C:14]([O:20][C:21]2[C:26]([F:27])=[CH:25][CH:24]=[CH:23][C:22]=2[F:28])=[CH:15][C:16]([NH:19][C:10]([NH:9][C:1](=[O:8])[C:2]2[CH:7]=[CH:6][CH:5]=[CH:4][CH:3]=2)=[S:11])=[N:17][CH:18]=1. The catalyst class is: 4. (2) Reactant: [OH:1][CH:2]([CH:5]1[C:9]2([CH2:14][CH2:13][N:12]([C:15]([O:17][C:18]([CH3:21])([CH3:20])[CH3:19])=[O:16])[CH2:11][CH2:10]2)[CH2:8][CH2:7][CH:6]1[OH:22])[CH2:3][CH3:4].CC(C)=O.OS(O)(=O)=O.O=[Cr](=O)=O. Product: [O:1]=[C:2]([CH:5]1[C:9]2([CH2:14][CH2:13][N:12]([C:15]([O:17][C:18]([CH3:21])([CH3:20])[CH3:19])=[O:16])[CH2:11][CH2:10]2)[CH2:8][CH2:7][C:6]1=[O:22])[CH2:3][CH3:4]. The catalyst class is: 21.